Regression/Classification. Given a drug SMILES string, predict its toxicity properties. Task type varies by dataset: regression for continuous values (e.g., LD50, hERG inhibition percentage) or binary classification for toxic/non-toxic outcomes (e.g., AMES mutagenicity, cardiotoxicity, hepatotoxicity). Dataset: herg_karim. From a dataset of hERG potassium channel inhibition data for cardiac toxicity prediction from Karim et al.. (1) The molecule is CCCC(=O)N1CCc2c(nc(C)n2C2CC3CCC(C2)N3CCC(NC(C)=O)c2cccc(F)c2)C1. The result is 1 (blocker). (2) The molecule is Cc1cc([C@H]2C[C@H]3CSC(N)=N[C@@]3(c3ccc(F)cc3F)CO2)on1. The result is 1 (blocker). (3) The drug is CC(C)=CCn1c(N2CCCC(N)C2)c(C#N)c2c1c(=O)n(Cc1nccc3ccccc13)c(=O)n2C. The result is 1 (blocker).